This data is from Peptide-MHC class II binding affinity with 134,281 pairs from IEDB. The task is: Regression. Given a peptide amino acid sequence and an MHC pseudo amino acid sequence, predict their binding affinity value. This is MHC class II binding data. (1) The peptide sequence is ARKVAATAANAAPAN. The MHC is DRB1_0901 with pseudo-sequence DRB1_0901. The binding affinity (normalized) is 0.245. (2) The peptide sequence is IHGWFAVDFTAAELV. The MHC is HLA-DQA10101-DQB10501 with pseudo-sequence HLA-DQA10101-DQB10501. The binding affinity (normalized) is 0.621. (3) The peptide sequence is IHLVIHRIRTLIGQE. The MHC is HLA-DQA10501-DQB10303 with pseudo-sequence HLA-DQA10501-DQB10303. The binding affinity (normalized) is 0.244. (4) The peptide sequence is TQCMNIMESIPANTI. The MHC is HLA-DQA10501-DQB10301 with pseudo-sequence HLA-DQA10501-DQB10301. The binding affinity (normalized) is 0.613. (5) The peptide sequence is FVVFLVAAALGGLAA. The MHC is HLA-DPA10301-DPB10402 with pseudo-sequence HLA-DPA10301-DPB10402. The binding affinity (normalized) is 0.399. (6) The peptide sequence is RVPEDLLAMVVAVEQ. The MHC is DRB4_0101 with pseudo-sequence DRB4_0103. The binding affinity (normalized) is 0.586. (7) The peptide sequence is GVTLVRKNRWLLLNV. The MHC is DRB1_0301 with pseudo-sequence DRB1_0301. The binding affinity (normalized) is 0.485. (8) The peptide sequence is EWATPFPHRKGVLFN. The MHC is HLA-DPA10201-DPB10501 with pseudo-sequence HLA-DPA10201-DPB10501. The binding affinity (normalized) is 0.122.